This data is from Full USPTO retrosynthesis dataset with 1.9M reactions from patents (1976-2016). The task is: Predict the reactants needed to synthesize the given product. Given the product [SH:9][C:12]1[CH:26]=[CH:25][C:15]2[N:16]=[C:17]([C:19]3([C:22]([NH2:24])=[O:23])[CH2:21][CH2:20]3)[S:18][C:14]=2[CH:13]=1, predict the reactants needed to synthesize it. The reactants are: SCC(C(CS)O)O.[S:9]([C:12]1[CH:26]=[CH:25][C:15]2[N:16]=[C:17]([C:19]3([C:22]([NH2:24])=[O:23])[CH2:21][CH2:20]3)[S:18][C:14]=2[CH:13]=1)C#N.C(O)C.